The task is: Predict the product of the given reaction.. This data is from Forward reaction prediction with 1.9M reactions from USPTO patents (1976-2016). (1) Given the reactants O[CH2:2][CH2:3][N:4]([CH:34]([CH3:36])[CH3:35])[C:5]([C:7]1[C:12]([O:13][CH2:14][C:15]2[CH:20]=[CH:19][CH:18]=[CH:17][CH:16]=2)=[C:11]([OH:21])[N:10]=[C:9]([CH2:22][C:23]2([C:28]3[CH:33]=[CH:32][CH:31]=[CH:30][N:29]=3)[CH2:27][CH2:26][CH2:25][CH2:24]2)[N:8]=1)=[O:6].N(C(OC(C)C)=O)=NC(OC(C)C)=O.C(OCC)(=O)C.O, predict the reaction product. The product is: [CH2:14]([O:13][C:12]1[C:11](=[O:21])[N:10]=[C:9]([CH2:22][C:23]2([C:28]3[CH:33]=[CH:32][CH:31]=[CH:30][N:29]=3)[CH2:24][CH2:25][CH2:26][CH2:27]2)[N:8]2[CH2:2][CH2:3][N:4]([CH:34]([CH3:35])[CH3:36])[C:5](=[O:6])[C:7]=12)[C:15]1[CH:20]=[CH:19][CH:18]=[CH:17][CH:16]=1. (2) Given the reactants [F:1][C:2]1[CH:7]=[C:6]([F:8])[CH:5]=[CH:4][C:3]=1[C@H:9]([F:30])[CH:10]1[CH2:15][CH2:14][N:13]([C:16]2[N:17]=[C:18]3[CH2:29][CH2:28][NH:27][CH2:26][C:19]3=[N:20][C:21]=2[NH:22][CH:23]([CH3:25])[CH3:24])[CH2:12][CH2:11]1.[CH:31](OC1C=CC=CC=1)=[O:32], predict the reaction product. The product is: [F:1][C:2]1[CH:7]=[C:6]([F:8])[CH:5]=[CH:4][C:3]=1[C@H:9]([F:30])[CH:10]1[CH2:15][CH2:14][N:13]([C:16]2[N:17]=[C:18]3[CH2:29][CH2:28][N:27]([CH:31]=[O:32])[CH2:26][C:19]3=[N:20][C:21]=2[NH:22][CH:23]([CH3:25])[CH3:24])[CH2:12][CH2:11]1. (3) Given the reactants ClCCl.[F:4][C:5]1[CH:10]=[CH:9][C:8]([C@@H:11]2[C@@H:16]([N:17]([C:19](=[O:37])[C:20]([C:23]3[CH:28]=[C:27]([C:29]([F:32])([F:31])[F:30])[CH:26]=[C:25]([C:33]([F:36])([F:35])[F:34])[CH:24]=3)([CH3:22])[CH3:21])[CH3:18])[CH2:15][CH2:14][NH:13][CH2:12]2)=[C:7]([CH3:38])[CH:6]=1.[C:39]([N:42]1[CH2:47][CH2:46][C:45](=O)[CH2:44][CH2:43]1)(=[O:41])[CH3:40].C(O[BH-](OC(=O)C)OC(=O)C)(=O)C.[Na+], predict the reaction product. The product is: [C:39]([N:42]1[CH2:47][CH2:46][CH:45]([N:13]2[CH2:14][CH2:15][C@H:16]([N:17]([C:19](=[O:37])[C:20]([C:23]3[CH:24]=[C:25]([C:33]([F:34])([F:35])[F:36])[CH:26]=[C:27]([C:29]([F:30])([F:31])[F:32])[CH:28]=3)([CH3:22])[CH3:21])[CH3:18])[C@@H:11]([C:8]3[CH:9]=[CH:10][C:5]([F:4])=[CH:6][C:7]=3[CH3:38])[CH2:12]2)[CH2:44][CH2:43]1)(=[O:41])[CH3:40]. (4) Given the reactants [O:1]1[C:10]2[C:5](=[CH:6][CH:7]=[CH:8][CH:9]=2)[C@H:4]([NH:11][C:12]([C@@H:14]2[CH2:19][N:18]3[CH2:20][C@@:21]([OH:24])([CH3:23])[CH2:22][C@@H:17]3[CH2:16][N:15]2C(OC(C)(C)C)=O)=[O:13])[CH2:3][CH2:2]1.C(OCC)(=O)C.[ClH:38], predict the reaction product. The product is: [ClH:38].[ClH:38].[O:1]1[C:10]2[C:5](=[CH:6][CH:7]=[CH:8][CH:9]=2)[C@H:4]([NH:11][C:12]([C@@H:14]2[CH2:19][N:18]3[CH2:20][C@@:21]([OH:24])([CH3:23])[CH2:22][C@@H:17]3[CH2:16][NH:15]2)=[O:13])[CH2:3][CH2:2]1. (5) Given the reactants [Br:1][C:2]1[CH:7]=[CH:6][C:5]([C@H:8]2[CH2:10][C@@H:9]2[CH:11]=O)=[CH:4][CH:3]=1.C(C(C(C(O)=O)O)O)(O)=O.[CH3:23][C@H:24]1[CH2:28][CH2:27][CH2:26][NH:25]1.[BH3-]C#N.[Na+].[OH-].[Na+], predict the reaction product. The product is: [Br:1][C:2]1[CH:7]=[CH:6][C:5]([C@H:8]2[CH2:10][C@@H:9]2[CH2:11][N:25]2[CH2:26][CH2:27][CH2:28][C@@H:24]2[CH3:23])=[CH:4][CH:3]=1. (6) Given the reactants N([O-])=O.[Na+].[CH3:5][C:6]1[CH:11]=[C:10]([S:12][CH3:13])[CH:9]=[CH:8][C:7]=1[C:14]1[N:15]=[CH:16][C:17](N)=[N:18][CH:19]=1.[OH2:21].[OH-].[Na+], predict the reaction product. The product is: [CH3:5][C:6]1[CH:11]=[C:10]([S:12][CH3:13])[CH:9]=[CH:8][C:7]=1[C:14]1[N:15]=[CH:16][C:17]([OH:21])=[N:18][CH:19]=1. (7) Given the reactants [NH2:1][C:2]1[CH:3]=[C:4]([C:8]2[C:17]3[C:12](=[C:13]([C:18]([F:21])([F:20])[F:19])[CH:14]=[CH:15][CH:16]=3)[N:11]=[CH:10][C:9]=2[C:22]([C:24]2[CH:29]=[CH:28][CH:27]=[CH:26][CH:25]=2)=[O:23])[CH:5]=[CH:6][CH:7]=1.[C:30]1([N:36]=[C:37]=[O:38])[CH:35]=[CH:34][CH:33]=[CH:32][CH:31]=1, predict the reaction product. The product is: [C:22]([C:9]1[CH:10]=[N:11][C:12]2[C:17]([C:8]=1[C:4]1[CH:3]=[C:2]([NH:1][C:37]([NH:36][C:30]3[CH:35]=[CH:34][CH:33]=[CH:32][CH:31]=3)=[O:38])[CH:7]=[CH:6][CH:5]=1)=[CH:16][CH:15]=[CH:14][C:13]=2[C:18]([F:21])([F:19])[F:20])(=[O:23])[C:24]1[CH:25]=[CH:26][CH:27]=[CH:28][CH:29]=1. (8) The product is: [OH:10][CH:8]([C:5]1[N:6]=[CH:7][C:2]([C:13]2[CH:14]=[C:15]([CH:19]=[C:20]([NH:22][C:23]3[N:28]=[C:27]([C:29]([F:32])([F:31])[F:30])[CH:26]=[CH:25][N:24]=3)[CH:21]=2)[C:16]([OH:18])=[O:17])=[CH:3][CH:4]=1)[CH3:9]. Given the reactants Br[C:2]1[CH:3]=[CH:4][C:5]([CH:8]([OH:10])[CH3:9])=[N:6][CH:7]=1.OB(O)[C:13]1[CH:14]=[C:15]([CH:19]=[C:20]([NH:22][C:23]2[N:28]=[C:27]([C:29]([F:32])([F:31])[F:30])[CH:26]=[CH:25][N:24]=2)[CH:21]=1)[C:16]([OH:18])=[O:17].C(=O)([O-])[O-].[Na+].[Na+], predict the reaction product. (9) Given the reactants [CH3:1][C@@H:2]([C:14]([CH3:22])([C:16]1[CH:21]=[CH:20][CH:19]=[CH:18][CH:17]=1)[CH3:15])[C:3](N1[C@@H](C(C)C)COC1=O)=[O:4].OO.O.[OH-].[Li+].S([O-])([O-])=[O:29].[Na+].[Na+], predict the reaction product. The product is: [CH3:1][C@@H:2]([C:14]([CH3:22])([C:16]1[CH:21]=[CH:20][CH:19]=[CH:18][CH:17]=1)[CH3:15])[C:3]([OH:4])=[O:29].